From a dataset of Forward reaction prediction with 1.9M reactions from USPTO patents (1976-2016). Predict the product of the given reaction. (1) The product is: [NH2:1][C:4]1[CH:5]=[CH:6][C:7]([CH2:10][CH2:11][N:12]2[C:20]3[N:19]=[C:18]([CH2:21][C:22]4[CH:23]=[N:24][CH:25]=[CH:26][CH:27]=4)[NH:17][C:16]=3[C:15](=[O:28])[N:14]([CH2:29][CH2:30][CH3:31])[C:13]2=[O:32])=[CH:8][CH:9]=1. Given the reactants [N+:1]([C:4]1[CH:9]=[CH:8][C:7]([CH2:10][CH2:11][N:12]2[C:20]3[N:19]=[C:18]([CH2:21][C:22]4[CH:23]=[N:24][CH:25]=[CH:26][CH:27]=4)[NH:17][C:16]=3[C:15](=[O:28])[N:14]([CH2:29][CH2:30][CH3:31])[C:13]2=[O:32])=[CH:6][CH:5]=1)([O-])=O.O.NN.[H][H], predict the reaction product. (2) Given the reactants P(Cl)(Cl)(Cl)=O.[CH2:6]([O:8][C:9]([C:11]1[N:16]=[C:15]2[CH:17]=[C:18]([CH3:20])[NH:19][C:14]2=[C:13]([NH:21][CH2:22][C:23]2[C:28]([CH3:29])=[CH:27][CH:26]=[CH:25][C:24]=2[CH3:30])[CH:12]=1)=[O:10])[CH3:7].ClCCl.[OH-].[Na+].CN([CH:39]=[O:40])C, predict the reaction product. The product is: [CH2:6]([O:8][C:9]([C:11]1[N:16]=[C:15]2[C:17]([CH:39]=[O:40])=[C:18]([CH3:20])[NH:19][C:14]2=[C:13]([NH:21][CH2:22][C:23]2[C:28]([CH3:29])=[CH:27][CH:26]=[CH:25][C:24]=2[CH3:30])[CH:12]=1)=[O:10])[CH3:7]. (3) Given the reactants Br[CH:2]([CH3:12])[C:3]([C:5]1[CH:10]=[CH:9][C:8]([OH:11])=[CH:7][CH:6]=1)=O.[NH2:13][C:14]1[CH:19]=[CH:18][C:17]([I:20])=[CH:16][N:15]=1, predict the reaction product. The product is: [OH:11][C:8]1[CH:9]=[CH:10][C:5]([C:3]2[N:13]=[C:14]3[CH:19]=[CH:18][C:17]([I:20])=[CH:16][N:15]3[C:2]=2[CH3:12])=[CH:6][CH:7]=1. (4) Given the reactants [Cl-].[Mg+2].[Cl-].[O:4]=[C:5]([CH3:14])[CH2:6][C:7]([O:9][C:10]([CH3:13])([CH3:12])[CH3:11])=[O:8].[Br:15][C:16]1[CH:24]=[CH:23][C:19]([C:20](Cl)=[O:21])=[C:18]([N+:25]([O-:27])=[O:26])[CH:17]=1.Cl, predict the reaction product. The product is: [Br:15][C:16]1[CH:24]=[CH:23][C:19]([C:20]([CH:6]([C:5](=[O:4])[CH3:14])[C:7]([O:9][C:10]([CH3:11])([CH3:13])[CH3:12])=[O:8])=[O:21])=[C:18]([N+:25]([O-:27])=[O:26])[CH:17]=1. (5) Given the reactants Cl[C:2]1[C:11]2[C:6](=[CH:7][CH:8]=[C:9]([CH3:12])[CH:10]=2)[N:5]=[C:4]([N:13]2[CH:19]([CH3:20])[C:18]3[CH:21]=[CH:22][CH:23]=[CH:24][C:17]=3[S:16](=[O:26])(=[O:25])[CH2:15][CH2:14]2)[CH:3]=1.CC1(C)[O:32][CH:31]([CH2:33][NH2:34])[CH2:30][O:29]1, predict the reaction product. The product is: [CH3:12][C:9]1[CH:10]=[C:11]2[C:6](=[CH:7][CH:8]=1)[N:5]=[C:4]([N:13]1[CH:19]([CH3:20])[C:18]3[CH:21]=[CH:22][CH:23]=[CH:24][C:17]=3[S:16](=[O:25])(=[O:26])[CH2:15][CH2:14]1)[CH:3]=[C:2]2[NH:34][CH2:33][CH:31]([OH:32])[CH2:30][OH:29]. (6) Given the reactants [C:1]([O:5][C:6]([N:8]1[CH2:13][CH2:12][CH:11](O)[CH2:10][CH2:9]1)=[O:7])([CH3:4])([CH3:3])[CH3:2].[SH:15][C:16]1[CH:21]=[CH:20][N:19]=[CH:18][CH:17]=1, predict the reaction product. The product is: [C:1]([O:5][C:6]([N:8]1[CH2:13][CH2:12][CH:11]([S:15][C:16]2[CH:21]=[CH:20][N:19]=[CH:18][CH:17]=2)[CH2:10][CH2:9]1)=[O:7])([CH3:4])([CH3:3])[CH3:2].